This data is from Full USPTO retrosynthesis dataset with 1.9M reactions from patents (1976-2016). The task is: Predict the reactants needed to synthesize the given product. (1) Given the product [Br:20][CH2:21][C:22]([CH2:12][CH2:11][NH:10][CH2:9][C@@H:8]([NH:7][C:6](=[O:14])[O:5][C:1]([CH3:4])([CH3:3])[CH3:2])[CH3:13])=[O:23], predict the reactants needed to synthesize it. The reactants are: [C:1]([O:5][C:6](=[O:14])[NH:7][C@@H:8]([CH3:13])[CH2:9][NH:10][CH2:11][CH3:12])([CH3:4])([CH3:3])[CH3:2].C(=O)(O)[O-].[Na+].[Br:20][CH2:21][C:22](Br)=[O:23]. (2) Given the product [CH3:28][C:29]1[N:30]([C:8]([C:21]2[CH:26]=[CH:25][CH:24]=[CH:23][CH:22]=2)([C:15]2[CH:20]=[CH:19][CH:18]=[CH:17][CH:16]=2)[C:9]2[CH:14]=[CH:13][CH:12]=[CH:11][CH:10]=2)[CH:31]=[C:32]([CH:34]=[O:35])[N:33]=1, predict the reactants needed to synthesize it. The reactants are: C(N(CC)CC)C.[C:8](Cl)([C:21]1[CH:26]=[CH:25][CH:24]=[CH:23][CH:22]=1)([C:15]1[CH:20]=[CH:19][CH:18]=[CH:17][CH:16]=1)[C:9]1[CH:14]=[CH:13][CH:12]=[CH:11][CH:10]=1.[CH3:28][C:29]1[NH:30][CH:31]=[C:32]([CH:34]=[O:35])[N:33]=1. (3) Given the product [Cl:9][C:10]1[N:15]=[C:14]([CH:16]2[CH2:17][CH2:18]2)[C:13]([C:3]([F:6])([F:5])[F:4])=[C:12]([C:20]([O:22][CH3:23])=[O:21])[CH:11]=1, predict the reactants needed to synthesize it. The reactants are: C[Si](C)(C)[C:3]([F:6])([F:5])[F:4].[Cl:9][C:10]1[N:15]=[C:14]([CH:16]2[CH2:18][CH2:17]2)[C:13](I)=[C:12]([C:20]([O:22][CH3:23])=[O:21])[CH:11]=1. (4) The reactants are: Br[C:2]1[CH:3]=[C:4]2[C:9](=[CH:10][C:11]=1[F:12])[O:8][CH2:7][CH2:6][CH2:5]2.C([O-])(=O)C.[K+].[CH3:18][C:19]1([CH3:35])[C:23]([CH3:25])([CH3:24])[O:22][B:21]([B:21]2[O:22][C:23]([CH3:25])([CH3:24])[C:19]([CH3:35])([CH3:18])[O:20]2)[O:20]1. Given the product [F:12][C:11]1[CH:10]=[C:9]2[C:4]([CH2:5][CH2:6][CH2:7][O:8]2)=[CH:3][C:2]=1[B:21]1[O:22][C:23]([CH3:25])([CH3:24])[C:19]([CH3:35])([CH3:18])[O:20]1, predict the reactants needed to synthesize it. (5) Given the product [OH:2][C:3]1[CH:21]=[CH:20][C:6]([C:7]([NH:9][C:10]2[S:11][C:12]3[CH:18]=[C:17]([CH3:19])[CH:16]=[CH:15][C:13]=3[N:14]=2)=[O:8])=[CH:5][CH:4]=1, predict the reactants needed to synthesize it. The reactants are: C[O:2][C:3]1[CH:21]=[CH:20][C:6]([C:7]([NH:9][C:10]2[S:11][C:12]3[CH:18]=[C:17]([CH3:19])[CH:16]=[CH:15][C:13]=3[N:14]=2)=[O:8])=[CH:5][CH:4]=1.Br. (6) Given the product [F:2][C:3]1[CH:4]=[C:5]([CH:44]=[CH:45][CH:46]=1)[CH2:6][N:7]1[CH:11]=[C:10]([C:12]2[C:20]3[C:15](=[N:16][CH:17]=[C:18]([C:21]4[CH:22]=[C:23]([CH:24]=[CH:25][CH:26]=4)[CH2:27][CH:28]4[CH2:29][CH2:30][N:31]([CH2:48][C:49]([NH2:51])=[O:50])[CH2:32][CH2:33]4)[CH:19]=3)[N:14]([S:34]([C:37]3[CH:38]=[CH:39][C:40]([CH3:41])=[CH:42][CH:43]=3)(=[O:35])=[O:36])[CH:13]=2)[CH:9]=[N:8]1, predict the reactants needed to synthesize it. The reactants are: Cl.[F:2][C:3]1[CH:4]=[C:5]([CH:44]=[CH:45][CH:46]=1)[CH2:6][N:7]1[CH:11]=[C:10]([C:12]2[C:20]3[C:15](=[N:16][CH:17]=[C:18]([C:21]4[CH:26]=[CH:25][CH:24]=[C:23]([CH2:27][CH:28]5[CH2:33][CH2:32][NH:31][CH2:30][CH2:29]5)[CH:22]=4)[CH:19]=3)[N:14]([S:34]([C:37]3[CH:43]=[CH:42][C:40]([CH3:41])=[CH:39][CH:38]=3)(=[O:36])=[O:35])[CH:13]=2)[CH:9]=[N:8]1.Cl[CH2:48][C:49]([NH2:51])=[O:50].C(=O)(O)[O-].[Na+]. (7) Given the product [CH:7]1([N:5]([CH3:6])[C:4]2[NH:3][C:1]([NH2:2])=[N:17][N:16]=2)[CH2:12][CH2:11][CH2:10][CH2:9][CH2:8]1, predict the reactants needed to synthesize it. The reactants are: [C:1]([N:3]=[C:4](SC)[N:5]([CH:7]1[CH2:12][CH2:11][CH2:10][CH2:9][CH2:8]1)[CH3:6])#[N:2].O.[NH2:16][NH2:17].